From a dataset of Catalyst prediction with 721,799 reactions and 888 catalyst types from USPTO. Predict which catalyst facilitates the given reaction. (1) Reactant: [O:1]=[C:2]1[NH:6][C:5](=[O:7])[CH:4]([C:8]2[CH:32]=[CH:31][C:11]([CH2:12][N:13]([C:20]3[CH:21]=[C:22]([CH:28]=[CH:29][CH:30]=3)[C:23]([O:25]CC)=[O:24])[C:14](=[O:19])[CH2:15][CH2:16][CH2:17][CH3:18])=[CH:10][CH:9]=2)[S:3]1.[OH-].[Na+].Cl. Product: [O:1]=[C:2]1[NH:6][C:5](=[O:7])[CH:4]([C:8]2[CH:9]=[CH:10][C:11]([CH2:12][N:13]([C:20]3[CH:21]=[C:22]([CH:28]=[CH:29][CH:30]=3)[C:23]([OH:25])=[O:24])[C:14](=[O:19])[CH2:15][CH2:16][CH2:17][CH3:18])=[CH:31][CH:32]=2)[S:3]1. The catalyst class is: 8. (2) Reactant: [CH3:1][C:2]1[CH:3]=[CH:4][C:5]([C:12]([OH:14])=[O:13])=[N:6][C:7]=1[S:8]([OH:11])(=[O:10])=[O:9].Cl.[CH3:16]O. Product: [CH3:16][O:13][C:12]([C:5]1[CH:4]=[CH:3][C:2]([CH3:1])=[C:7]([S:8]([OH:11])(=[O:9])=[O:10])[N:6]=1)=[O:14]. The catalyst class is: 12.